Task: Predict the product of the given reaction.. Dataset: Forward reaction prediction with 1.9M reactions from USPTO patents (1976-2016) (1) Given the reactants [CH2:1]([O:3][C:4]([C:6]1([C:9]2[CH:14]=[CH:13][C:12]([C:15]3[CH:20]=[CH:19][C:18]([C:21]4[S:22][C:23]([Cl:29])=[CH:24][C:25]=4C(=O)N)=[CH:17][CH:16]=3)=[CH:11][CH:10]=2)[CH2:8][CH2:7]1)=[O:5])[CH3:2].[N:30]1[CH:35]=CC=CC=1.FC(F)(F)C(OI(C1C=CC=CC=1)OC(=O)C(F)(F)F)=[O:39].[F:57][C:58]1[CH:59]=[C:60]([C@H:65]([OH:67])[CH3:66])[CH:61]=[CH:62][C:63]=1[F:64], predict the reaction product. The product is: [CH2:1]([O:3][C:4]([C:6]1([C:9]2[CH:10]=[CH:11][C:12]([C:15]3[CH:16]=[CH:17][C:18]([C:21]4[S:22][C:23]([Cl:29])=[CH:24][C:25]=4[NH:30][C:35]([O:67][C@@H:65]([C:60]4[CH:61]=[CH:62][C:63]([F:64])=[C:58]([F:57])[CH:59]=4)[CH3:66])=[O:39])=[CH:19][CH:20]=3)=[CH:13][CH:14]=2)[CH2:8][CH2:7]1)=[O:5])[CH3:2]. (2) Given the reactants [CH3:1][C@H:2]1[C@@H:13]2[CH2:14][CH2:15][CH2:16][N:12]2[C:11](=[O:17])[C@H:10]([CH2:18][C:19]([O:21]C(C)(C)C)=O)[CH2:9][CH:8]=[CH:7][CH2:6][CH2:5][C:4](=[O:26])[O:3]1.FC(F)(F)C(O)=O.C[C@H]1[C@@H]2CCCN2C(=O)[C@H](CC(O)=O)CC=CCCC(=O)O1.[Cl:56][C:57]1[CH:62]=[CH:61][C:60]([CH2:63][NH2:64])=[CH:59][CH:58]=1, predict the reaction product. The product is: [Cl:56][C:57]1[CH:62]=[CH:61][C:60]([CH2:63][NH:64][C:19](=[O:21])[CH2:18][C@@H:10]2[CH2:9][CH:8]=[CH:7][CH2:6][CH2:5][C:4](=[O:26])[O:3][C@@H:2]([CH3:1])[C@@H:13]3[CH2:14][CH2:15][CH2:16][N:12]3[C:11]2=[O:17])=[CH:59][CH:58]=1. (3) Given the reactants [C:1]1([OH:7])[CH:6]=[CH:5][CH:4]=[CH:3][CH:2]=1.C(=O)([O-])[O-].[K+].[K+].Br[CH2:15][CH:16]=[CH2:17], predict the reaction product. The product is: [CH2:17]([O:7][C:1]1[CH:6]=[CH:5][CH:4]=[CH:3][CH:2]=1)[CH:16]=[CH2:15]. (4) Given the reactants [Br:1]N1C(=O)CCC1=O.[C:9]([O:12][C:13]1[CH:18]=[CH:17][C:16]([CH3:19])=[CH:15][C:14]=1[C@@H:20]1[O:37][C@H:36]([CH2:38][O:39][C:40](=[O:42])[CH3:41])[C@@H:31]([O:32][C:33](=[O:35])[CH3:34])[C@H:26]([O:27][C:28](=[O:30])[CH3:29])[C@H:21]1[O:22][C:23](=[O:25])[CH3:24])(=[O:11])[CH3:10].O, predict the reaction product. The product is: [C:9]([O:12][C:13]1[CH:18]=[CH:17][C:16]([CH2:19][Br:1])=[CH:15][C:14]=1[C@@H:20]1[O:37][C@H:36]([CH2:38][O:39][C:40](=[O:42])[CH3:41])[C@@H:31]([O:32][C:33](=[O:35])[CH3:34])[C@H:26]([O:27][C:28](=[O:30])[CH3:29])[C@H:21]1[O:22][C:23](=[O:25])[CH3:24])(=[O:11])[CH3:10]. (5) Given the reactants [Cl:1][C:2]1[CH:7]=[CH:6][N:5]=[C:4]2[NH:8][C:9]([CH:11]3[CH2:14][CH2:13][CH2:12]3)=[N:10][C:3]=12.Br[CH2:16][C:17]1[CH:36]=[CH:35][C:20]2/[C:21](=[C:31](/[CH3:34])\[C:32]#[N:33])/[C:22]3[CH:29]=[CH:28][C:27]([F:30])=[CH:26][C:23]=3[O:24][CH2:25][C:19]=2[CH:18]=1, predict the reaction product. The product is: [Cl:1][C:2]1[CH:7]=[CH:6][N:5]=[C:4]2[N:8]([CH2:16][C:17]3[CH:36]=[CH:35][C:20]4/[C:21](=[C:31](/[CH3:34])\[C:32]#[N:33])/[C:22]5[CH:29]=[CH:28][C:27]([F:30])=[CH:26][C:23]=5[O:24][CH2:25][C:19]=4[CH:18]=3)[C:9]([CH:11]3[CH2:14][CH2:13][CH2:12]3)=[N:10][C:3]=12. (6) Given the reactants [CH3:1][CH2:2][CH2:3][CH2:4][C:5]1[N:14]([CH2:15][C:16]2[CH:21]=[CH:20][C:19]([C:22]3[C:27]([C:28]4[N:32]=[N:31][NH:30][N:29]=4)=[CH:26][CH:25]=[CH:24][CH:23]=3)=[CH:18][CH:17]=2)[C:12](=[O:13])[C:7]2([CH2:11][CH2:10][CH2:9][CH2:8]2)[N:6]=1.Cl.N, predict the reaction product. The product is: [CH3:1][CH2:2][CH2:3][CH2:4][C:5]1[N:14]([CH2:15][C:16]2[CH:17]=[CH:18][C:19]([C:22]3[CH:23]=[CH:24][CH:25]=[CH:26][C:27]=3[C:28]3[N:29]=[N:30][NH:31][N:32]=3)=[CH:20][CH:21]=2)[C:12](=[O:13])[C:7]2([CH2:8][CH2:9][CH2:10][CH2:11]2)[N:6]=1.